From a dataset of Catalyst prediction with 721,799 reactions and 888 catalyst types from USPTO. Predict which catalyst facilitates the given reaction. Reactant: [C:1]([NH:4][C:5]1[CH:10]=[C:9]([C:11]2[O:12][C:13]([C:19]3[CH:24]=[CH:23][CH:22]=[CH:21][C:20]=3[Cl:25])=[C:14]([C:16](O)=[O:17])[N:15]=2)[C:8]([CH3:26])=[CH:7][N:6]=1)(=[O:3])[CH3:2].C1N=CN(C(N2C=NC=C2)=O)C=1.Cl.[CH3:40][O:41][NH:42][CH3:43]. Product: [C:1]([NH:4][C:5]1[CH:10]=[C:9]([C:11]2[O:12][C:13]([C:19]3[CH:24]=[CH:23][CH:22]=[CH:21][C:20]=3[Cl:25])=[C:14]([C:16]([N:42]([O:41][CH3:40])[CH3:43])=[O:17])[N:15]=2)[C:8]([CH3:26])=[CH:7][N:6]=1)(=[O:3])[CH3:2]. The catalyst class is: 34.